This data is from Full USPTO retrosynthesis dataset with 1.9M reactions from patents (1976-2016). The task is: Predict the reactants needed to synthesize the given product. (1) Given the product [CH:11]1([C:14]([CH3:19])([CH3:18])[CH2:15][CH:16]=[O:17])[CH2:13][CH2:12]1, predict the reactants needed to synthesize it. The reactants are: C(Cl)(=O)C(Cl)=O.CS(C)=O.[CH:11]1([C:14]([CH3:19])([CH3:18])[CH2:15][CH2:16][OH:17])[CH2:13][CH2:12]1.C(N(CC)CC)C. (2) Given the product [NH2:1][C:4]1[CH:5]=[CH:6][C:7]([C:23]([N:25]2[CH2:26][CH2:27][CH2:28][CH2:29][CH2:30]2)=[O:24])=[C:8]([NH:10][S:11]([C:14]2[C:19]3=[N:20][S:21][N:22]=[C:18]3[CH:17]=[CH:16][CH:15]=2)(=[O:13])=[O:12])[CH:9]=1, predict the reactants needed to synthesize it. The reactants are: [N+:1]([C:4]1[CH:5]=[CH:6][C:7]([C:23]([N:25]2[CH2:30][CH2:29][CH2:28][CH2:27][CH2:26]2)=[O:24])=[C:8]([NH:10][S:11]([C:14]2[C:19]3=[N:20][S:21][N:22]=[C:18]3[CH:17]=[CH:16][CH:15]=2)(=[O:13])=[O:12])[CH:9]=1)([O-])=O. (3) Given the product [CH3:12][C:13]1[O:14][C:15]([CH3:19])=[CH:16][C:17]=1[S:18][C:2]1[CH:7]=[CH:6][C:5]([CH3:8])=[CH:4][C:3]=1[N+:9]([O-:11])=[O:10], predict the reactants needed to synthesize it. The reactants are: Cl[C:2]1[CH:7]=[CH:6][C:5]([CH3:8])=[CH:4][C:3]=1[N+:9]([O-:11])=[O:10].[CH3:12][C:13]1[O:14][C:15]([CH3:19])=[CH:16][C:17]=1[SH:18].C([O-])([O-])=O.[K+].[K+]. (4) Given the product [O:44]=[C:41]1[C@@H:40]([NH:39][C:22](=[O:24])[C:21]2[CH:25]=[CH:26][CH:27]=[C:19]([C:10]3[C:11]4[C:6](=[CH:5][C:4]([O:3][CH3:2])=[C:13]5[O:14][C:15]([CH3:17])([CH3:18])[CH2:16][C:12]5=4)[CH2:7][C:8]([CH3:28])([CH3:29])[N:9]=3)[CH:20]=2)[CH2:43][NH:42]1, predict the reactants needed to synthesize it. The reactants are: Cl.[CH3:2][O:3][C:4]1[CH:5]=[C:6]2[C:11](=[C:12]3[CH2:16][C:15]([CH3:18])([CH3:17])[O:14][C:13]=13)[C:10]([C:19]1[CH:20]=[C:21]([CH:25]=[CH:26][CH:27]=1)[C:22]([OH:24])=O)=[N:9][C:8]([CH3:29])([CH3:28])[CH2:7]2.C(N(C(C)C)C(C)C)C.[NH2:39][C@H:40]1[CH2:43][NH:42][C:41]1=[O:44]. (5) Given the product [Br:9][C:4]1[C:5](=[O:8])[CH2:6][CH2:7][C:3]=1[O:2][CH3:1], predict the reactants needed to synthesize it. The reactants are: [CH3:1][O:2][C:3]1[CH2:7][CH2:6][C:5](=[O:8])[CH:4]=1.[Br:9]N1C(=O)CCC1=O. (6) Given the product [Cl:1][C:2]1[CH:3]=[C:4]([C:9]2([C:28]([F:30])([F:29])[F:31])[CH:13]=[N:12][N:11]([C:14]3[CH:26]=[CH:25][C:17]([C:18]([OH:20])=[O:19])=[C:16]([CH3:27])[CH:15]=3)[CH2:10]2)[CH:5]=[C:6]([Cl:8])[CH:7]=1, predict the reactants needed to synthesize it. The reactants are: [Cl:1][C:2]1[CH:3]=[C:4]([C:9]2([C:28]([F:31])([F:30])[F:29])[CH:13]=[N:12][N:11]([C:14]3[CH:26]=[CH:25][C:17]([C:18]([O:20]C(C)(C)C)=[O:19])=[C:16]([CH3:27])[CH:15]=3)[CH2:10]2)[CH:5]=[C:6]([Cl:8])[CH:7]=1.FC(F)(F)C(O)=O.